Dataset: Forward reaction prediction with 1.9M reactions from USPTO patents (1976-2016). Task: Predict the product of the given reaction. (1) The product is: [Br:2][C:3]1[CH:4]=[C:5]([CH:9]=[C:32]2[CH2:37][CH2:36][N:35]([C:38]([O:40][C:41]([CH3:44])([CH3:43])[CH3:42])=[O:39])[CH2:34][CH2:33]2)[CH:6]=[CH:7][CH:8]=1. Given the reactants [Br-].[Br:2][C:3]1[CH:4]=[C:5]([CH2:9][P+](C2C=CC=CC=2)(C2C=CC=CC=2)C2C=CC=CC=2)[CH:6]=[CH:7][CH:8]=1.[H-].[Na+].O=[C:32]1[CH2:37][CH2:36][N:35]([C:38]([O:40][C:41]([CH3:44])([CH3:43])[CH3:42])=[O:39])[CH2:34][CH2:33]1, predict the reaction product. (2) Given the reactants [CH2:1]([O:8][CH2:9][N:10]1[C:15](=[O:16])[C:14]([Br:17])=[N:13][N:12]([CH2:18][C:19](F)(F)[C:20]2[CH:25]=[CH:24][CH:23]=[CH:22][CH:21]=2)[C:11]1=[O:28])[C:2]1[CH:7]=[CH:6][CH:5]=[CH:4][CH:3]=1.[CH2:29]([O:31]C1C=CC(CCO)=CC=1)[CH3:30], predict the reaction product. The product is: [CH2:1]([O:8][CH2:9][N:10]1[C:15](=[O:16])[C:14]([Br:17])=[N:13][N:12]([CH2:18][CH2:19][C:20]2[CH:25]=[CH:24][C:23]([O:31][CH2:29][CH3:30])=[CH:22][CH:21]=2)[C:11]1=[O:28])[C:2]1[CH:7]=[CH:6][CH:5]=[CH:4][CH:3]=1.